From a dataset of Catalyst prediction with 721,799 reactions and 888 catalyst types from USPTO. Predict which catalyst facilitates the given reaction. (1) Reactant: Br[C:2]1[CH:3]=[C:4]([C:12]([O:14][CH3:15])=[O:13])[C:5](=[CH:10][CH:11]=1)C(OC)=O.[CH3:16][NH:17][C:18]([NH2:20])=[O:19].[C:21](=O)([O-])[O-:22].[Cs+].[Cs+].C1(P(C2C=CC=CC=2)C2C3OC4C(=CC=CC=4P(C4C=CC=CC=4)C4C=CC=CC=4)C(C)(C)C=3C=CC=2)C=CC=CC=1. Product: [CH3:16][N:17]1[C:21](=[O:22])[C:2]2[C:11](=[CH:10][CH:5]=[C:4]([C:12]([O:14][CH3:15])=[O:13])[CH:3]=2)[NH:20][C:18]1=[O:19]. The catalyst class is: 62. (2) Reactant: [F:1][C:2]([F:20])([F:19])[CH2:3][C:4]([NH:8][C:9](=[O:18])[O:10][CH2:11]C1C=CC=CC=1)([CH3:7])CO.[H-].[Na+].CC(O)=O. Product: [CH3:7][C:4]1([CH2:3][C:2]([F:1])([F:19])[F:20])[CH2:11][O:10][C:9](=[O:18])[NH:8]1. The catalyst class is: 1. (3) Reactant: CO.[F:3][C:4]1[CH:5]=[C:6]([CH:12]=[CH:13][CH:14]=1)[CH:7]=[CH:8][C:9]([OH:11])=[O:10].[H][H]. Product: [F:3][C:4]1[CH:5]=[C:6]([CH2:7][CH2:8][C:9]([OH:11])=[O:10])[CH:12]=[CH:13][CH:14]=1. The catalyst class is: 354. (4) Reactant: [CH:1]([CH:3]=O)=[O:2].[CH:5]1([NH:9][N:10]=[CH:11][C:12](=[O:14])[CH3:13])[CH2:8][CH2:7][CH2:6]1. Product: [OH:14][C:12]1[C:11]([C:1](=[O:2])[CH3:3])=[N:10][N:9]([CH:5]2[CH2:8][CH2:7][CH2:6]2)[CH:13]=1. The catalyst class is: 6. (5) Reactant: C([O-])C.[Na+].[C:5](=[O:12])([O:9][CH2:10][CH3:11])OCC.[S:13]1[CH:17]=[CH:16][CH:15]=[C:14]1[CH2:18][C:19]([O:21][CH2:22][CH3:23])=[O:20].C(O)(=O)C. Product: [S:13]1[CH:17]=[CH:16][CH:15]=[C:14]1[CH:18]([C:5]([O:9][CH2:10][CH3:11])=[O:12])[C:19]([O:21][CH2:22][CH3:23])=[O:20]. The catalyst class is: 353. (6) Reactant: [CH2:1]([C:3]1[S:7][C:6]([C:8](=[O:14])[CH2:9][CH2:10][C:11]([OH:13])=O)=[CH:5][CH:4]=1)[CH3:2].[CH2:15]([C:22]1[S:26][C:25]([NH2:27])=[N:24][C:23]=1[C:28]1[CH:33]=[CH:32][CH:31]=[CH:30][CH:29]=1)[C:16]1[CH:21]=[CH:20][CH:19]=[CH:18][CH:17]=1.CCN=C=NCCCN(C)C.C1C=CC2N(O)N=NC=2C=1. Product: [CH2:15]([C:22]1[S:26][C:25]([NH:27][C:11](=[O:13])[CH2:10][CH2:9][C:8]([C:6]2[S:7][C:3]([CH2:1][CH3:2])=[CH:4][CH:5]=2)=[O:14])=[N:24][C:23]=1[C:28]1[CH:33]=[CH:32][CH:31]=[CH:30][CH:29]=1)[C:16]1[CH:17]=[CH:18][CH:19]=[CH:20][CH:21]=1. The catalyst class is: 10. (7) Reactant: [F:1][C:2]1[CH:3]=[CH:4][C:5]([O:28][CH3:29])=[C:6]([C:8]2[N:12]=[C:11]([C:13]3[CH:18]=[CH:17][C:16]([C:19]4[CH:24]=[CH:23][CH:22]=[CH:21][C:20]=4[CH3:25])=[C:15]([CH2:26]O)[CH:14]=3)[O:10][N:9]=2)[CH:7]=1.[CH2:30]([N:32](C(C)C)[CH:33](C)C)C.CS(Cl)(=O)=O.CNC. Product: [F:1][C:2]1[CH:3]=[CH:4][C:5]([O:28][CH3:29])=[C:6]([C:8]2[N:12]=[C:11]([C:13]3[CH:18]=[CH:17][C:16]([C:19]4[CH:24]=[CH:23][CH:22]=[CH:21][C:20]=4[CH3:25])=[C:15]([CH2:26][N:32]([CH3:33])[CH3:30])[CH:14]=3)[O:10][N:9]=2)[CH:7]=1. The catalyst class is: 34. (8) Reactant: [CH3:1][O:2][C:3]1[CH:8]=[CH:7][C:6]([C@@H:9]2[C@@H:14]([O:15][CH2:16][C:17]3[CH:18]=[CH:19][C:20]4[O:25][CH2:24][CH2:23][N:22]([CH2:26][CH2:27][CH2:28][O:29][CH3:30])[C:21]=4[CH:31]=3)[CH2:13][N:12]([S:32]([C:35]3[CH:40]=[CH:39][C:38]([CH3:41])=[CH:37][CH:36]=3)(=[O:34])=[O:33])[C@H:11]([CH2:42][C@@H:43]([NH2:45])[CH3:44])[CH2:10]2)=[CH:5][CH:4]=1.C(N(CC)CC)C.[N:53]#[C:54]Br.[C:56]1([CH3:66])[CH:61]=[CH:60][C:59]([S:62](Cl)(=[O:64])=[O:63])=[CH:58][CH:57]=1. Product: [CH3:1][O:2][C:3]1[CH:4]=[CH:5][C:6]([C@@H:9]2[C@@H:14]([O:15][CH2:16][C:17]3[CH:18]=[CH:19][C:20]4[O:25][CH2:24][CH2:23][N:22]([CH2:26][CH2:27][CH2:28][O:29][CH3:30])[C:21]=4[CH:31]=3)[CH2:13][N:12]([S:32]([C:35]3[CH:40]=[CH:39][C:38]([CH3:41])=[CH:37][CH:36]=3)(=[O:33])=[O:34])[C@H:11]([CH2:42][C@@H:43]([N:45]([C:54]#[N:53])[S:62]([C:59]3[CH:60]=[CH:61][C:56]([CH3:66])=[CH:57][CH:58]=3)(=[O:64])=[O:63])[CH3:44])[CH2:10]2)=[CH:7][CH:8]=1. The catalyst class is: 4. (9) Reactant: [CH3:1][NH2:2].F[C:4]1[CH:9]=[C:8]([F:10])[CH:7]=[CH:6][C:5]=1[N+:11]([O-:13])=[O:12]. The catalyst class is: 5. Product: [F:10][C:8]1[CH:7]=[CH:6][C:5]([N+:11]([O-:13])=[O:12])=[C:4]([CH:9]=1)[NH:2][CH3:1].